Dataset: Reaction yield outcomes from USPTO patents with 853,638 reactions. Task: Predict the reaction yield, written as a fraction of the theoretical maximum amount of product (1.0 means a 100% yield; for example, 0.34 means a 34% yield). The reactants are Cl[C:2]1[CH:7]=[CH:6][N:5]=[CH:4][CH:3]=1.[CH2:8]([CH2:10][NH2:11])[OH:9]. No catalyst specified. The yield is 1.00. The product is [OH:9][CH2:8][CH2:10][NH:11][C:2]1[CH:7]=[CH:6][N:5]=[CH:4][CH:3]=1.